From a dataset of Forward reaction prediction with 1.9M reactions from USPTO patents (1976-2016). Predict the product of the given reaction. Given the reactants [OH-].[Na+].C([O:5][C:6](=[O:33])[C:7]1[CH:12]=[CH:11][CH:10]=[CH:9][C:8]=1[O:13][CH2:14][CH2:15][CH2:16][N:17]([CH2:25][CH2:26][C:27]1[CH:28]=[N:29][CH:30]=[CH:31][CH:32]=1)[CH2:18][C:19]1[CH:24]=[CH:23][N:22]=[CH:21][CH:20]=1)C.Cl, predict the reaction product. The product is: [N:29]1[CH:30]=[CH:31][CH:32]=[C:27]([CH2:26][CH2:25][N:17]([CH2:16][CH2:15][CH2:14][O:13][C:8]2[CH:9]=[CH:10][CH:11]=[CH:12][C:7]=2[C:6]([OH:33])=[O:5])[CH2:18][C:19]2[CH:24]=[CH:23][N:22]=[CH:21][CH:20]=2)[CH:28]=1.